Dataset: Reaction yield outcomes from USPTO patents with 853,638 reactions. Task: Predict the reaction yield, written as a fraction of the theoretical maximum amount of product (1.0 means a 100% yield; for example, 0.34 means a 34% yield). (1) The reactants are [NH2:1][C:2]1[CH:10]=[C:9]([O:11][CH3:12])[CH:8]=[C:7]([O:13][CH3:14])[C:3]=1[C:4]([NH2:6])=[O:5].[OH:15][C:16]1[CH:23]=[CH:22][C:19]([CH:20]=O)=[CH:18][CH:17]=1.C([O-])([O-])=O.[K+].[K+].II. The catalyst is CN(C=O)C. The product is [OH:15][C:16]1[CH:23]=[CH:22][C:19]([C:20]2[NH:6][C:4](=[O:5])[C:3]3[C:2](=[CH:10][C:9]([O:11][CH3:12])=[CH:8][C:7]=3[O:13][CH3:14])[N:1]=2)=[CH:18][CH:17]=1. The yield is 0.120. (2) The reactants are [I-].[Br:2][C:3]1[CH:29]=[C:28]([F:30])[CH:27]=[CH:26][C:4]=1[CH2:5][CH2:6][P+](C1C=CC=CC=1)(C1C=CC=CC=1)C1C=CC=CC=1.[H-].[Na+].[C:33]([O:37][C@@H:38]([C:44]1[C:45]([CH3:87])=[N:46][C:47]2[N:48]([N:82]=[C:83]([CH:85]=O)[CH:84]=2)[C:49]=1[N:50]1[CH2:55][CH2:54][C:53]([O:57][CH2:58][CH2:59][CH2:60][CH2:61][C@H:62]([O:64][Si:65]([C:78]([CH3:81])([CH3:80])[CH3:79])([C:72]2[CH:77]=[CH:76][CH:75]=[CH:74][CH:73]=2)[C:66]2[CH:71]=[CH:70][CH:69]=[CH:68][CH:67]=2)[CH3:63])([CH3:56])[CH2:52][CH2:51]1)[C:39]([O:41][CH2:42][CH3:43])=[O:40])([CH3:36])([CH3:35])[CH3:34]. The catalyst is C1COCC1. The product is [Br:2][C:3]1[CH:29]=[C:28]([F:30])[CH:27]=[CH:26][C:4]=1[CH2:5][CH:6]=[CH:85][C:83]1[CH:84]=[C:47]2[N:46]=[C:45]([CH3:87])[C:44]([C@H:38]([O:37][C:33]([CH3:36])([CH3:35])[CH3:34])[C:39]([O:41][CH2:42][CH3:43])=[O:40])=[C:49]([N:50]3[CH2:55][CH2:54][C:53]([O:57][CH2:58][CH2:59][CH2:60][CH2:61][C@H:62]([O:64][Si:65]([C:78]([CH3:79])([CH3:80])[CH3:81])([C:66]4[CH:67]=[CH:68][CH:69]=[CH:70][CH:71]=4)[C:72]4[CH:73]=[CH:74][CH:75]=[CH:76][CH:77]=4)[CH3:63])([CH3:56])[CH2:52][CH2:51]3)[N:48]2[N:82]=1. The yield is 0.880. (3) The reactants are [NH2:1][C:2]1[CH:7]=[CH:6][CH:5]=[CH:4][C:3]=1[NH:8][C:9]([C:11]1[S:12][C:13](N2CC=CCC2)=[CH:14][CH:15]=1)=[O:10].[C:22]([O:26][C:27]([NH:29][CH2:30][CH2:31][CH2:32]Br)=[O:28])([CH3:25])([CH3:24])[CH3:23].C([N:36]([CH2:39][CH3:40])[CH2:37][CH3:38])C.[CH3:41]N(C)C(=O)C. The yield is 0.790. No catalyst specified. The product is [C:22]([O:26][C:27](=[O:28])[NH:29][CH2:30][CH2:31][CH2:32][N:36]1[CH2:37][CH:38]=[C:41]([C:13]2[S:12][C:11]([C:9]([NH:8][C:3]3[CH:4]=[CH:5][CH:6]=[CH:7][C:2]=3[NH2:1])=[O:10])=[CH:15][CH:14]=2)[CH2:40][CH2:39]1)([CH3:25])([CH3:24])[CH3:23]. (4) The reactants are [CH:1]([N:4]1[CH2:9][CH2:8][N:7]([C:10]2[CH:17]=[CH:16][C:13]([CH:14]=O)=[CH:12][CH:11]=2)[CH2:6][CH2:5]1)([CH3:3])[CH3:2].OS([O-])=O.[Na+].CC1C=CC(S(O)(=O)=O)=CC=1.[NH2:34][C:35]1[C:43]([O:44][CH3:45])=[CH:42][CH:41]=[CH:40][C:36]=1[C:37]([NH2:39])=[O:38]. The catalyst is CC(N(C)C)=O.O.C([O-])(O)=O.[Na+]. The product is [CH:1]([N:4]1[CH2:9][CH2:8][N:7]([C:10]2[CH:17]=[CH:16][C:13]([C:14]3[NH:39][C:37](=[O:38])[C:36]4[C:35](=[C:43]([O:44][CH3:45])[CH:42]=[CH:41][CH:40]=4)[N:34]=3)=[CH:12][CH:11]=2)[CH2:6][CH2:5]1)([CH3:3])[CH3:2]. The yield is 0.150. (5) The reactants are [CH3:1][C:2]1[C:6]([C:7]2[CH:8]=[C:9]([N+:19]([O-])=O)[C:10]([NH:17][CH3:18])=[C:11]([CH:16]=2)[C:12]([O:14][CH3:15])=[O:13])=[C:5]([CH3:22])[O:4][N:3]=1.CCO. The catalyst is CCOC(C)=O. The product is [NH2:19][C:9]1[C:10]([NH:17][CH3:18])=[C:11]([CH:16]=[C:7]([C:6]2[C:2]([CH3:1])=[N:3][O:4][C:5]=2[CH3:22])[CH:8]=1)[C:12]([O:14][CH3:15])=[O:13]. The yield is 0.990. (6) The reactants are C(O[C:4]([C:6]1[NH:7][C:8]2[C:13]([C:14]=1[CH2:15][N:16]([CH2:23][C:24]1[CH:29]=[C:28]([C:30]([F:33])([F:32])[F:31])[CH:27]=[C:26]([C:34]([F:37])([F:36])[F:35])[CH:25]=1)[C:17]1[N:18]=[N:19][N:20]([CH3:22])[N:21]=1)=[CH:12][CH:11]=[CH:10][CH:9]=2)=[O:5])C.[OH-].[Na+]. The catalyst is C(O)C. The product is [CH2:6]([N:7]([CH2:8][CH3:9])[C:4]([C:6]1[CH:14]([CH2:15][N:16]([CH2:23][C:24]2[CH:29]=[C:28]([C:30]([F:33])([F:32])[F:31])[CH:27]=[C:26]([C:34]([F:35])([F:37])[F:36])[CH:25]=2)[C:17]2[N:18]=[N:19][N:20]([CH3:22])[N:21]=2)[C:13]2[C:8](=[CH:9][CH:10]=[CH:11][CH:12]=2)[N:7]=1)=[O:5])[CH3:4]. The yield is 0.530. (7) The reactants are Cl.[Br:2][C:3]1[CH:4]=[CH:5][C:6]([CH2:9]Cl)=[N:7][CH:8]=1.[OH:11][N:12]1[C:16](=[O:17])[C:15]2=[CH:18][CH:19]=[CH:20][CH:21]=[C:14]2[C:13]1=[O:22].C(N(CC)C(C)C)(C)C. The catalyst is C(#N)C.O. The product is [Br:2][C:3]1[CH:4]=[CH:5][C:6]([CH2:9][O:11][N:12]2[C:16](=[O:17])[C:15]3[C:14](=[CH:21][CH:20]=[CH:19][CH:18]=3)[C:13]2=[O:22])=[N:7][CH:8]=1. The yield is 0.840. (8) The reactants are Cl.[CH3:2][O:3][C:4]1[CH:5]=[C:6]2[C:11](=[C:12]([N:14]3[CH2:19][CH2:18][N:17]([CH3:20])[CH2:16][CH2:15]3)[CH:13]=1)[O:10][CH:9]([C:21]([OH:23])=O)[CH2:8][CH2:7]2.[CH3:24][S:25]([N:28]1[CH2:33][CH2:32][N:31]([C:34]2[CH:39]=[CH:38][C:37]([NH2:40])=[CH:36][CH:35]=2)[CH2:30][CH2:29]1)(=[O:27])=[O:26]. No catalyst specified. The product is [CH3:2][O:3][C:4]1[CH:5]=[C:6]2[C:11](=[C:12]([N:14]3[CH2:19][CH2:18][N:17]([CH3:20])[CH2:16][CH2:15]3)[CH:13]=1)[O:10][CH:9]([C:21]([NH:40][C:37]1[CH:38]=[CH:39][C:34]([N:31]3[CH2:32][CH2:33][N:28]([S:25]([CH3:24])(=[O:27])=[O:26])[CH2:29][CH2:30]3)=[CH:35][CH:36]=1)=[O:23])[CH2:8][CH2:7]2. The yield is 0.610. (9) The reactants are [OH:1][CH:2]([CH2:29][OH:30])[CH2:3][NH:4][C:5]1[CH:12]=[C:11]([N:13]2[C:21]3[CH2:20][C:19]([CH3:23])([CH3:22])[CH2:18][C:17](=[O:24])[C:16]=3[C:15]([C:25]([F:28])([F:27])[F:26])=[N:14]2)[CH:10]=[CH:9][C:6]=1[C:7]#[N:8].[OH-:31].[Na+].OO. The catalyst is CCO.O. The product is [OH:1][CH:2]([CH2:29][OH:30])[CH2:3][NH:4][C:5]1[CH:12]=[C:11]([N:13]2[C:21]3[CH2:20][C:19]([CH3:22])([CH3:23])[CH2:18][C:17](=[O:24])[C:16]=3[C:15]([C:25]([F:27])([F:28])[F:26])=[N:14]2)[CH:10]=[CH:9][C:6]=1[C:7]([NH2:8])=[O:31]. The yield is 0.290.